The task is: Regression. Given a peptide amino acid sequence and an MHC pseudo amino acid sequence, predict their binding affinity value. This is MHC class II binding data.. This data is from Peptide-MHC class II binding affinity with 134,281 pairs from IEDB. (1) The peptide sequence is SEFIKFAEGRRGAAE. The MHC is DRB1_0801 with pseudo-sequence DRB1_0801. The binding affinity (normalized) is 0.538. (2) The peptide sequence is QVYPRSWSAVMLTFD. The MHC is DRB1_0301 with pseudo-sequence DRB1_0301. The binding affinity (normalized) is 0.164. (3) The peptide sequence is VKEIPPRLLYAKSSP. The MHC is HLA-DPA10103-DPB10201 with pseudo-sequence HLA-DPA10103-DPB10201. The binding affinity (normalized) is 0.185. (4) The peptide sequence is NYLALLVKFVAGDGD. The MHC is HLA-DQA10501-DQB10301 with pseudo-sequence HLA-DQA10501-DQB10301. The binding affinity (normalized) is 0.185. (5) The peptide sequence is AFKNAATAANAAPAN. The MHC is DRB1_1001 with pseudo-sequence DRB1_1001. The binding affinity (normalized) is 0.901.